Regression. Given two drug SMILES strings and cell line genomic features, predict the synergy score measuring deviation from expected non-interaction effect. From a dataset of NCI-60 drug combinations with 297,098 pairs across 59 cell lines. (1) Drug 1: C1CC(C1)(C2=CC=C(C=C2)C3=C(C=C4C(=N3)C=CN5C4=NNC5=O)C6=CC=CC=C6)N. Drug 2: C1=CC(=C(C=C1I)F)NC2=C(C=CC(=C2F)F)C(=O)NOCC(CO)O. Cell line: NCIH23. Synergy scores: CSS=59.3, Synergy_ZIP=0.338, Synergy_Bliss=1.33, Synergy_Loewe=8.18, Synergy_HSA=9.91. (2) Drug 1: C1=CC(=C2C(=C1NCCNCCO)C(=O)C3=C(C=CC(=C3C2=O)O)O)NCCNCCO. Drug 2: C(CCl)NC(=O)N(CCCl)N=O. Cell line: LOX IMVI. Synergy scores: CSS=23.5, Synergy_ZIP=-8.93, Synergy_Bliss=-8.81, Synergy_Loewe=-7.30, Synergy_HSA=-5.27. (3) Drug 1: CNC(=O)C1=CC=CC=C1SC2=CC3=C(C=C2)C(=NN3)C=CC4=CC=CC=N4. Drug 2: CC1OCC2C(O1)C(C(C(O2)OC3C4COC(=O)C4C(C5=CC6=C(C=C35)OCO6)C7=CC(=C(C(=C7)OC)O)OC)O)O. Cell line: PC-3. Synergy scores: CSS=13.8, Synergy_ZIP=-4.50, Synergy_Bliss=-4.52, Synergy_Loewe=-8.77, Synergy_HSA=-6.64. (4) Drug 1: C1CCN(CC1)CCOC2=CC=C(C=C2)C(=O)C3=C(SC4=C3C=CC(=C4)O)C5=CC=C(C=C5)O. Drug 2: CCC1(C2=C(COC1=O)C(=O)N3CC4=CC5=C(C=CC(=C5CN(C)C)O)N=C4C3=C2)O.Cl. Cell line: HCT116. Synergy scores: CSS=20.3, Synergy_ZIP=0.168, Synergy_Bliss=-0.658, Synergy_Loewe=-49.7, Synergy_HSA=-3.22. (5) Drug 1: C1=CC(=CC=C1CCC2=CNC3=C2C(=O)NC(=N3)N)C(=O)NC(CCC(=O)O)C(=O)O. Drug 2: C#CCC(CC1=CN=C2C(=N1)C(=NC(=N2)N)N)C3=CC=C(C=C3)C(=O)NC(CCC(=O)O)C(=O)O. Cell line: A549. Synergy scores: CSS=22.1, Synergy_ZIP=-4.37, Synergy_Bliss=-8.84, Synergy_Loewe=-8.77, Synergy_HSA=-8.75. (6) Drug 1: CC1C(C(CC(O1)OC2CC(CC3=C2C(=C4C(=C3O)C(=O)C5=C(C4=O)C(=CC=C5)OC)O)(C(=O)C)O)N)O.Cl. Drug 2: CC(C)CN1C=NC2=C1C3=CC=CC=C3N=C2N. Cell line: SK-MEL-2. Synergy scores: CSS=0.751, Synergy_ZIP=-1.34, Synergy_Bliss=2.42, Synergy_Loewe=-10.7, Synergy_HSA=1.23. (7) Drug 1: C1CC(=O)NC(=O)C1N2CC3=C(C2=O)C=CC=C3N. Drug 2: CC1CCC2CC(C(=CC=CC=CC(CC(C(=O)C(C(C(=CC(C(=O)CC(OC(=O)C3CCCCN3C(=O)C(=O)C1(O2)O)C(C)CC4CCC(C(C4)OC)O)C)C)O)OC)C)C)C)OC. Cell line: DU-145. Synergy scores: CSS=22.4, Synergy_ZIP=-7.94, Synergy_Bliss=-0.914, Synergy_Loewe=-23.1, Synergy_HSA=1.70.